This data is from Forward reaction prediction with 1.9M reactions from USPTO patents (1976-2016). The task is: Predict the product of the given reaction. (1) Given the reactants Cl.Cl.Cl.[NH:4]1[CH2:9][CH2:8][CH:7]([N:10]2[CH2:13][C:12]([CH2:36][C:37]#[N:38])([N:14]3[CH:18]=[C:17]([C:19]4[C:20]5[CH:27]=[CH:26][N:25]([CH2:28][O:29][CH2:30][CH2:31][Si:32]([CH3:35])([CH3:34])[CH3:33])[C:21]=5[N:22]=[CH:23][N:24]=4)[CH:16]=[N:15]3)[CH2:11]2)[CH2:6][CH2:5]1.[F:39][C:40]1[C:48]([C:49]([F:52])([F:51])[F:50])=[N:47][CH:46]=[CH:45][C:41]=1[C:42](O)=[O:43].F[P-](F)(F)(F)(F)F.N1(O[P+](N(C)C)(N(C)C)N(C)C)C2C=CC=CC=2N=N1.C(N(CC)CC)C.C([O-])(O)=O.[Na+], predict the reaction product. The product is: [F:39][C:40]1[C:48]([C:49]([F:52])([F:50])[F:51])=[N:47][CH:46]=[CH:45][C:41]=1[C:42]([N:4]1[CH2:9][CH2:8][CH:7]([N:10]2[CH2:11][C:12]([CH2:36][C:37]#[N:38])([N:14]3[CH:18]=[C:17]([C:19]4[C:20]5[CH:27]=[CH:26][N:25]([CH2:28][O:29][CH2:30][CH2:31][Si:32]([CH3:34])([CH3:33])[CH3:35])[C:21]=5[N:22]=[CH:23][N:24]=4)[CH:16]=[N:15]3)[CH2:13]2)[CH2:6][CH2:5]1)=[O:43]. (2) Given the reactants C([O:8][C:9]1[CH:10]=[C:11]([C:37]2[CH:42]=[CH:41][C:40]([P:43](=[O:46])([OH:45])[OH:44])=[CH:39][CH:38]=2)[CH:12]=[CH:13][C:14]=1[C@@H:15]1[C@@H:18]([CH2:19][CH2:20][C@@H:21]([C:23]2[CH:28]=[CH:27][C:26]([F:29])=[CH:25][CH:24]=2)[OH:22])[C:17](=[O:30])[N:16]1[C:31]1[CH:36]=[CH:35][CH:34]=[CH:33][CH:32]=1)C1C=CC=CC=1.[H][H], predict the reaction product. The product is: [F:29][C:26]1[CH:27]=[CH:28][C:23]([C@@H:21]([OH:22])[CH2:20][CH2:19][C@H:18]2[C:17](=[O:30])[N:16]([C:31]3[CH:32]=[CH:33][CH:34]=[CH:35][CH:36]=3)[C@@H:15]2[C:14]2[CH:13]=[CH:12][C:11]([C:37]3[CH:42]=[CH:41][C:40]([P:43](=[O:44])([OH:45])[OH:46])=[CH:39][CH:38]=3)=[CH:10][C:9]=2[OH:8])=[CH:24][CH:25]=1. (3) Given the reactants [CH2:1]([O:8][C:9]1[CH:10]=[C:11]([CH2:17][CH:18]([NH:23][CH:24]=O)[C:19]([CH3:22])([CH3:21])[CH3:20])[CH:12]=[CH:13][C:14]=1[O:15][CH3:16])[C:2]1[CH:7]=[CH:6][CH:5]=[CH:4][CH:3]=1.O=P(Cl)(Cl)Cl.O.N, predict the reaction product. The product is: [CH2:1]([O:8][C:9]1[CH:10]=[C:11]2[C:12](=[CH:13][C:14]=1[O:15][CH3:16])[CH:24]=[N:23][CH:18]([C:19]([CH3:20])([CH3:21])[CH3:22])[CH2:17]2)[C:2]1[CH:3]=[CH:4][CH:5]=[CH:6][CH:7]=1. (4) Given the reactants FC(F)(F)C([N:5]1[CH2:11][CH:10]([CH3:12])[C:9]2[CH:13]=[C:14]([Br:18])[C:15]([OH:17])=[CH:16][C:8]=2[CH2:7][CH2:6]1)=O.[OH-].[Na+], predict the reaction product. The product is: [Br:18][C:14]1[C:15]([OH:17])=[CH:16][C:8]2[CH2:7][CH2:6][NH:5][CH2:11][CH:10]([CH3:12])[C:9]=2[CH:13]=1.